Dataset: Forward reaction prediction with 1.9M reactions from USPTO patents (1976-2016). Task: Predict the product of the given reaction. Given the reactants N[C:2]1[CH:3]=[C:4]2[C:8](=[CH:9][CH:10]=1)[C:7](=[O:11])[NH:6][C:5]2=[O:12].N([O-])=O.[Na+].[I-:17].[Na+], predict the reaction product. The product is: [I:17][C:2]1[CH:3]=[C:4]2[C:8](=[CH:9][CH:10]=1)[C:7](=[O:11])[NH:6][C:5]2=[O:12].